From a dataset of Catalyst prediction with 721,799 reactions and 888 catalyst types from USPTO. Predict which catalyst facilitates the given reaction. (1) Product: [Cl:1][C:2]1[CH:9]=[CH:8][C:5]([CH2:6][CH2:11][C:10](=[O:12])[CH3:13])=[CH:4][CH:3]=1. Reactant: [Cl:1][C:2]1[CH:9]=[CH:8][C:5]([CH2:6]Cl)=[CH:4][CH:3]=1.[C:10]([CH2:13]C(=O)C)(=[O:12])[CH3:11].C([O-])([O-])=O.[K+].[K+]. The catalyst class is: 8. (2) Reactant: [CH:1]([Si:4]([CH:14]([CH3:16])[CH3:15])([CH:11]([CH3:13])[CH3:12])[O:5][CH:6]([CH2:9][NH2:10])[CH2:7][NH2:8])([CH3:3])[CH3:2].[C:17](SC)(=[O:20])SC. Product: [CH:14]([Si:4]([CH:11]([CH3:13])[CH3:12])([CH:1]([CH3:3])[CH3:2])[O:5][CH:6]1[CH2:7][NH:8][C:17](=[O:20])[NH:10][CH2:9]1)([CH3:16])[CH3:15]. The catalyst class is: 5. (3) The catalyst class is: 7. Product: [CH:4]([CH:6]1[CH2:9][N:8]([C:10]([O:12][C:13]([CH3:16])([CH3:15])[CH3:14])=[O:11])[CH2:7]1)=[O:5]. Reactant: CON(C)[C:4]([CH:6]1[CH2:9][N:8]([C:10]([O:12][C:13]([CH3:16])([CH3:15])[CH3:14])=[O:11])[CH2:7]1)=[O:5].[H-].[Al+3].[Li+].[H-].[H-].[H-]. (4) Reactant: Cl.[NH2:2][CH2:3][C:4](=O)[CH2:5][CH2:6][C:7]1[CH:12]=[CH:11][C:10]([C:13]2[N:14]=[C:15]([NH:18][C:19](=[O:21])[CH3:20])[S:16][CH:17]=2)=[CH:9][CH:8]=1.[OH-].[Na+].[N:25]#[C:26][NH2:27]. Product: [NH2:27][C:26]1[NH:25][C:4]([CH2:5][CH2:6][C:7]2[CH:12]=[CH:11][C:10]([C:13]3[N:14]=[C:15]([NH:18][C:19](=[O:21])[CH3:20])[S:16][CH:17]=3)=[CH:9][CH:8]=2)=[CH:3][N:2]=1. The catalyst class is: 6. (5) Reactant: [ClH:1].Cl.C1[C:17]2[CH:16]=[CH:15][CH:6]([C:7](=O)[N:8]3[CH2:13][CH2:12][NH:11][CH2:10][CH2:9]3)[C:5](=O)[C:4]1=2.[Cl:19][CH:20]([CH3:36])[C:21]([C:23]1[CH:32]=[CH:31][C:30]2[C:25](=[CH:26][CH:27]=[C:28]([O:34][CH3:35])[C:29]=2[Cl:33])[CH:24]=1)=[O:22].[C:37]([O-])([O-:39])=[O:38].[K+].[K+]. The catalyst class is: 3. Product: [ClH:19].[ClH:1].[CH2:37]1[O:39][C:17]2[CH:16]=[CH:15][C:6]([CH2:7][N:8]3[CH2:9][CH2:10][N:11]([CH:20]([C:21]([C:23]4[CH:32]=[CH:31][C:30]5[C:25](=[CH:26][CH:27]=[C:28]([O:34][CH3:35])[C:29]=5[Cl:33])[CH:24]=4)=[O:22])[CH3:36])[CH2:12][CH2:13]3)=[CH:5][C:4]=2[O:38]1. (6) Reactant: [CH2:1]([C:8]1[NH:12][N:11]=[C:10]([C:13]2[S:17][C:16]([C:18]([OH:20])=O)=[C:15]([CH3:21])[CH:14]=2)[N:9]=1)[C:2]1[CH:7]=[CH:6][CH:5]=[CH:4][CH:3]=1.ON1C2C=CC=CC=2N=N1.Cl.C(N=C=NCCCN(C)C)C.C(N(CC)C(C)C)(C)C.[NH2:53][CH2:54][C:55]1[CH:56]=[N:57][CH:58]=[CH:59][CH:60]=1. Product: [CH2:1]([C:8]1[NH:12][N:11]=[C:10]([C:13]2[S:17][C:16]([C:18]([NH:53][CH2:54][C:55]3[CH:56]=[N:57][CH:58]=[CH:59][CH:60]=3)=[O:20])=[C:15]([CH3:21])[CH:14]=2)[N:9]=1)[C:2]1[CH:3]=[CH:4][CH:5]=[CH:6][CH:7]=1. The catalyst class is: 42. (7) Reactant: [H-].[Na+].[Cl:3][CH:4]1[CH2:9][CH2:8][CH2:7][CH2:6][CH:5]1[OH:10].[Cl:11][C:12]1[CH:17]=[C:16](Cl)[N:15]=[CH:14][N:13]=1.[Cl-].[NH4+]. Product: [Cl:11][C:12]1[CH:17]=[C:16]([O:10][CH:5]2[CH2:6][CH2:7][CH2:8][CH2:9][CH:4]2[Cl:3])[N:15]=[CH:14][N:13]=1. The catalyst class is: 7.